Dataset: Reaction yield outcomes from USPTO patents with 853,638 reactions. Task: Predict the reaction yield, written as a fraction of the theoretical maximum amount of product (1.0 means a 100% yield; for example, 0.34 means a 34% yield). (1) The product is [CH3:1][C@@H:2]1[CH2:6][CH2:5][C:4](=[O:16])[CH:3]1[C:10]([O:12][CH2:13][CH3:14])=[O:11]. The reactants are [CH3:1][C@@H:2]1[CH2:6][CH2:5][C:4](=C(C)C)[CH:3]1[C:10]([O:12][CH2:13][CH3:14])=[O:11].C(=O)=[O:16].C(O)(C)C. The yield is 0.960. The catalyst is C(OCC)(=O)C. (2) The reactants are CC1(C)C(C)(C)OB([C:9]2[CH2:14][CH2:13][N:12]([C:15]([O:17][C:18]([CH3:21])([CH3:20])[CH3:19])=[O:16])[CH2:11][CH:10]=2)O1.Br[C:24]1[CH:29]=[C:28]([F:30])[C:27]([F:31])=[CH:26][C:25]=1[O:32][CH:33]([F:35])[F:34].C(=O)([O-])[O-].[K+].[K+]. The catalyst is O1CCOCC1.O.C(OCC)(=O)C.C1C=CC([P]([Pd]([P](C2C=CC=CC=2)(C2C=CC=CC=2)C2C=CC=CC=2)([P](C2C=CC=CC=2)(C2C=CC=CC=2)C2C=CC=CC=2)[P](C2C=CC=CC=2)(C2C=CC=CC=2)C2C=CC=CC=2)(C2C=CC=CC=2)C2C=CC=CC=2)=CC=1.[Pd]. The product is [F:35][CH:33]([F:34])[O:32][C:25]1[CH:26]=[C:27]([F:31])[C:28]([F:30])=[CH:29][C:24]=1[C:9]1[CH2:14][CH2:13][N:12]([C:15]([O:17][C:18]([CH3:19])([CH3:20])[CH3:21])=[O:16])[CH2:11][CH:10]=1. The yield is 0.567. (3) The reactants are [CH3:1][O:2][C:3]1[CH:4]=[CH:5][CH:6]=[C:7]2[C:12]=1[N:11]=[C:10]([C:13]1[CH:18]=[CH:17][CH:16]=[CH:15][C:14]=1[C:19]([F:22])([F:21])[F:20])[NH:9][C:8]2=O.Cl.C(N(CC)CC)C.O=P(Cl)(Cl)[Cl:34]. No catalyst specified. The product is [Cl:34][C:8]1[C:7]2[C:12](=[C:3]([O:2][CH3:1])[CH:4]=[CH:5][CH:6]=2)[N:11]=[C:10]([C:13]2[CH:18]=[CH:17][CH:16]=[CH:15][C:14]=2[C:19]([F:22])([F:21])[F:20])[N:9]=1. The yield is 0.890. (4) The catalyst is O. The yield is 0.470. The product is [O:16]1[CH:17]=[CH:18][CH:19]=[C:15]1[C:11]1[O:12][C:13]([CH3:14])=[C:9]([CH2:8][O:7][C:6]2[CH:20]=[CH:21][C:3]([CH2:2][O:24][C:25]3[CH:29]=[C:28]([CH2:30][CH2:31][P:32](=[O:39])([O:33][CH2:34][CH3:35])[O:36][CH2:37][CH3:38])[N:27]([C:40]4[CH:45]=[CH:44][CH:43]=[CH:42][CH:41]=4)[N:26]=3)=[CH:4][C:5]=2[O:22][CH3:23])[N:10]=1. The reactants are Cl[CH2:2][C:3]1[CH:21]=[CH:20][C:6]([O:7][CH2:8][C:9]2[N:10]=[C:11]([C:15]3[O:16][CH:17]=[CH:18][CH:19]=3)[O:12][C:13]=2[CH3:14])=[C:5]([O:22][CH3:23])[CH:4]=1.[OH:24][C:25]1[CH:29]=[C:28]([CH2:30][CH2:31][P:32](=[O:39])([O:36][CH2:37][CH3:38])[O:33][CH2:34][CH3:35])[N:27]([C:40]2[CH:45]=[CH:44][CH:43]=[CH:42][CH:41]=2)[N:26]=1.CN(C)C=O.[H-].[Na+]. (5) The reactants are [H-].[Na+].[Br:3][C:4]1[CH:9]=[CH:8][C:7]([CH2:10][CH2:11][OH:12])=[C:6]([CH3:13])[CH:5]=1.[N:14]([C:17]1[CH:18]=[C:19]([CH:22]=[CH:23][CH:24]=1)[C:20]#[N:21])=[C:15]=[O:16]. The catalyst is C1COCC1. The product is [C:20]([C:19]1[CH:18]=[C:17]([NH:14][C:15](=[O:16])[O:12][CH2:11][CH2:10][C:7]2[CH:8]=[CH:9][C:4]([Br:3])=[CH:5][C:6]=2[CH3:13])[CH:24]=[CH:23][CH:22]=1)#[N:21]. The yield is 0.620. (6) The reactants are [OH:1][CH2:2][C@H:3]([NH:6][C:7]([C:9]1[C:17]2[C:12](=[N:13][CH:14]=[C:15]([C:18]3[C:26]4[C:21](=[CH:22][C:23]([Cl:27])=[CH:24][CH:25]=4)[N:20]([CH3:28])[N:19]=3)[N:16]=2)[N:11](COCC[Si](C)(C)C)[CH:10]=1)=[O:8])[CH2:4][CH3:5].C(O)(C(F)(F)F)=O.C(N)CN. The catalyst is ClCCl. The product is [OH:1][CH2:2][C@H:3]([NH:6][C:7]([C:9]1[C:17]2[C:12](=[N:13][CH:14]=[C:15]([C:18]3[C:26]4[C:21](=[CH:22][C:23]([Cl:27])=[CH:24][CH:25]=4)[N:20]([CH3:28])[N:19]=3)[N:16]=2)[NH:11][CH:10]=1)=[O:8])[CH2:4][CH3:5]. The yield is 0.300.